Dataset: Drug-target binding data from BindingDB using IC50 measurements. Task: Regression. Given a target protein amino acid sequence and a drug SMILES string, predict the binding affinity score between them. We predict pIC50 (pIC50 = -log10(IC50 in M); higher means more potent). Dataset: bindingdb_ic50. (1) The drug is O=C(CCCP(=O)(O)O)NO. The target protein (A0QVH7) has sequence MTTSAASGEPGRQRVLILGSTGSIGTQALEVIAANPDRFEVVGLAAGGGNPELLAAQRAQTGVAAVAVADPAAAEAVGDVRYSGPDAVTRLVEDTEADVVLNALVGALGLQPTLAALATGARLALANKESLVAGGPLVLKAAAPGQIVPVDSEHSAMAQCLRGGTRAELDKIVLTASGGPFLGWSAEDLKSVTPEQAGKHPTWSMGPMNTLNSATLVNKGLELIETHLLFGVDYDDIDVVVHPQSIVHSMATFTDGSTLAQASPPDMKLPIALALGWPDRIAGAAAACDFSTASTWEFLPLDNAVFPAVDLARFAGKQGGCLTAVYNSANEEAAEAFLDGRIGFPDIVETVGDVLHAADRWAAEPATVDDVLDAQRWAREQARGVVEQKSVRRGLVTK. The pIC50 is 5.8. (2) The compound is CCN(CC)CCOc1ccc2c(c1)C(=O)c1cc(OCCN(CC)CC)ccc1-2. The target protein sequence is MGNRIPEEVVEQIRTSSDIVEVIGEYVQLRKQGRNYFGLCPFHGENSPSFSVSSDKQIFHCFGCGEGGNVFSFLMKMEGLAFTEAVQKLGERNGIAVAEYTSGQGQQEDISDDTVIMQQAHELLKKYYHHLLVNTEEGNEALSYLLKRGITKEMIEKFEIGYASPAWDAATKILQKRGLSLSSMEQAGLLIRSEKDGSHYDRFRGRVMFPIYTLQGKVIAFSGRALGDDTPKYLNSPETPIFHKSKLLYNFHQARPFIRKRGQVVLFEGYADVLAAVKSGVEEAVATMGTALTEEQAKLLRRNVETVVLCYDGDKAGREATMKAGQLLLQVGCQVKVTSLPDKLDPDEYVQQYGTTAFENLVKSSISFVGFKINYLRLGKNLQDESGKEEYVKSVLKELSLLQDAMQAESYLKSLSQEFSYSMETLLNQLHQYRKEQKVQQKQVKQVSKPSQIVQTKPKLTGFERAEREIIYHMLQSPEVAVRMESHIEDFHTEEHKGIL.... The pIC50 is 5.2. (3) The drug is CN(CC1CNc2nc(N)nc(N)c2N1)c1ccc(C(=O)N[C@@H](CCC(=O)O)C(=O)O)cc1. The target protein (P00469) has sequence MLEQPYLDLAKKVLDEGHFKPDRTHTGTYSIFGHQMRFDLSKGFPLLTTKKVPFGLIKSELLWFLHGDTNIRFLLQHRNHIWDEWAFEKWVKSDEYHGPDMTDFGHRSQKDPEFAAVYHEEMAKFDDRVLHDDAFAAKYGDLGLVYGSQWRAWHTSKGDTIDQLGDVIEQIKTHPYSRRLIVSAWNPEDVPTMALPPCHTLYQFYVNDGKLSLQLYQRSADIFLGVPFNIASYALLTHLVAHECGLEVGEFIHTFGDAHLYVNHLDQIKEQLSRTPRPAPTLQLNPDKHDIFDFDMKDIKLLNYDPYPAIKAPVAV. The pIC50 is 5.3.